Dataset: Forward reaction prediction with 1.9M reactions from USPTO patents (1976-2016). Task: Predict the product of the given reaction. (1) Given the reactants Br[C:2]1[CH:14]=[CH:13][C:12]2[C:11]3[C:6](=[CH:7][CH:8]=[CH:9][CH:10]=3)[N:5]([C:15]3[CH:20]=[CH:19][CH:18]=[CH:17][N:16]=3)[C:4]=2[CH:3]=1.[CH3:21][O:22][C:23]1[CH:28]=[CH:27][CH:26]=[CH:25][C:24]=1[NH:29][C:30]1[C:31]([NH2:36])=[CH:32][CH:33]=[CH:34][CH:35]=1.C1(P(C2CCCCC2)C2C=CC=CC=2C2C(OC)=CC=CC=2OC)CCCCC1.CC(C)([O-])C.[Na+], predict the reaction product. The product is: [CH3:21][O:22][C:23]1[CH:28]=[CH:27][CH:26]=[CH:25][C:24]=1[NH:29][C:30]1[C:31]([NH:36][C:2]2[CH:14]=[CH:13][C:12]3[C:11]4[C:6](=[CH:7][CH:8]=[CH:9][CH:10]=4)[N:5]([C:15]4[CH:20]=[CH:19][CH:18]=[CH:17][N:16]=4)[C:4]=3[CH:3]=2)=[CH:32][CH:33]=[CH:34][CH:35]=1. (2) Given the reactants [OH:1][C:2]1[CH:7]=[CH:6][C:5]([CH2:8][CH2:9][C:10]2[CH:24]=[CH:23][C:13]3[CH:14]=[C:15]([CH:17]([NH:19][C:20](=[O:22])[CH3:21])[CH3:18])[O:16][C:12]=3[CH:11]=2)=[CH:4][CH:3]=1.[CH:25]1([CH2:28][CH2:29]O)[CH2:27][CH2:26]1.C1(P(C2C=CC=CC=2)C2C=CC=CC=2)C=CC=CC=1.N(C(OCCOC)=O)=NC(OCCOC)=O, predict the reaction product. The product is: [CH:25]1([CH2:28][CH2:29][O:1][C:2]2[CH:3]=[CH:4][C:5]([CH2:8][CH2:9][C:10]3[CH:24]=[CH:23][C:13]4[CH:14]=[C:15]([CH:17]([NH:19][C:20](=[O:22])[CH3:21])[CH3:18])[O:16][C:12]=4[CH:11]=3)=[CH:6][CH:7]=2)[CH2:27][CH2:26]1. (3) Given the reactants [C:1](=[O:4])([O-])[O-].[K+].[K+].CO.FC(F)(F)C(O)=O.[CH2:16]([S:18]([C:21]1[CH:51]=[CH:50][C:24]([O:25][C:26]2[C:40]([CH2:41]NC(=O)/C=C\C(O)=O)=[CH:39][C:29]3[NH:30][C:31]([C:33]4[CH:38]=[CH:37][CH:36]=[CH:35][N:34]=4)=[N:32][C:28]=3[CH:27]=2)=[CH:23][CH:22]=1)(=[O:20])=[O:19])[CH3:17], predict the reaction product. The product is: [CH2:16]([S:18]([C:21]1[CH:51]=[CH:50][C:24]([O:25][C:26]2[C:40]([CH2:41][CH2:1][OH:4])=[CH:39][C:29]3[NH:30][C:31]([C:33]4[CH:38]=[CH:37][CH:36]=[CH:35][N:34]=4)=[N:32][C:28]=3[CH:27]=2)=[CH:23][CH:22]=1)(=[O:19])=[O:20])[CH3:17]. (4) The product is: [CH3:1][CH2:2][N:3]([CH2:6][CH2:7][NH:8][C:9]([C:11]1[C:12]([CH3:29])=[C:13](/[CH:17]=[C:18]2/[C:19]3[CH:20]=[C:21]([F:28])[CH:22]=[CH:23][C:24]=3[NH:25][C:26]/2=[O:27])[NH:14][C:15]=1[CH3:16])=[O:10])[CH2:4][CH3:5].[CH3:42][O:41][C:40]1[CH:43]=[C:33](/[CH:32]=[CH:31]/[C:30]([OH:45])=[O:44])[CH:34]=[C:35]([O:36][CH3:37])[C:38]=1[OH:39]. Given the reactants [CH3:1][CH2:2][N:3]([CH2:6][CH2:7][NH:8][C:9]([C:11]1[C:12]([CH3:29])=[C:13](/[CH:17]=[C:18]2/[C:19]3[CH:20]=[C:21]([F:28])[CH:22]=[CH:23][C:24]=3[NH:25][C:26]/2=[O:27])[NH:14][C:15]=1[CH3:16])=[O:10])[CH2:4][CH3:5].[C:30]([OH:45])(=[O:44])/[CH:31]=[CH:32]/[C:33]1[CH:43]=[C:40]([O:41][CH3:42])[C:38]([OH:39])=[C:35]([O:36][CH3:37])[CH:34]=1, predict the reaction product. (5) Given the reactants [F:1][C:2]([F:15])([F:14])[C:3]1[CH:13]=[CH:12][C:6]([CH:7]=[CH:8][C:9](Cl)=[O:10])=[CH:5][CH:4]=1.[CH:16]([N:19]([CH3:30])[C:20]1[S:21][C:22]2[CH:28]=[C:27]([NH2:29])[CH:26]=[CH:25][C:23]=2[N:24]=1)([CH3:18])[CH3:17], predict the reaction product. The product is: [CH:16]([N:19]([CH3:30])[C:20]1[S:21][C:22]2[CH:28]=[C:27]([NH:29][C:9](=[O:10])[CH:8]=[CH:7][C:6]3[CH:12]=[CH:13][C:3]([C:2]([F:15])([F:14])[F:1])=[CH:4][CH:5]=3)[CH:26]=[CH:25][C:23]=2[N:24]=1)([CH3:18])[CH3:17]. (6) Given the reactants [C:1]([NH:4][C:5]1[CH:6]=[CH:7][CH:8]=[C:9]2[C:14]=1[N:13]=[CH:12][CH:11]=[C:10]2[O:15][C:16]1[CH:17]=[C:18]([N:23](C(C)(C)C)C(=O)[O-])[CH:19]=[CH:20][C:21]=1[CH3:22])(=[O:3])[CH3:2].[OH-].[Na+], predict the reaction product. The product is: [C:1]([NH:4][C:5]1[CH:6]=[CH:7][CH:8]=[C:9]2[C:14]=1[N:13]=[CH:12][CH:11]=[C:10]2[O:15][C:16]1[CH:17]=[C:18]([NH2:23])[CH:19]=[CH:20][C:21]=1[CH3:22])(=[O:3])[CH3:2].